This data is from CYP2C9 inhibition data for predicting drug metabolism from PubChem BioAssay. The task is: Regression/Classification. Given a drug SMILES string, predict its absorption, distribution, metabolism, or excretion properties. Task type varies by dataset: regression for continuous measurements (e.g., permeability, clearance, half-life) or binary classification for categorical outcomes (e.g., BBB penetration, CYP inhibition). Dataset: cyp2c9_veith. (1) The molecule is O=C(Nc1cccc(NC(=O)c2ccc(-c3cccc(Br)c3)o2)c1)c1ccco1. The result is 1 (inhibitor). (2) The drug is CCCOc1ccc(CSC(CC(=O)O)C(=O)O)cc1. The result is 0 (non-inhibitor). (3) The molecule is C[C@H](OP(=O)(O)O)[C@H](N)C(=O)O. The result is 0 (non-inhibitor). (4) The molecule is NC(=O)NC(=O)[C@H]1CCCC[C@@H]1C(=O)O. The result is 0 (non-inhibitor).